This data is from Catalyst prediction with 721,799 reactions and 888 catalyst types from USPTO. The task is: Predict which catalyst facilitates the given reaction. (1) Reactant: [CH2:1]([O:8][C:9]([N:11]1[CH2:15][CH:14]([OH:16])[CH2:13][CH:12]1[CH2:17][C:18]1[C:26]2[C:21](=[N:22][CH:23]=[CH:24][CH:25]=2)[N:20](C(=O)C)[CH:19]=1)=[O:10])[C:2]1[CH:7]=[CH:6][CH:5]=[CH:4][CH:3]=1.[OH-].[Na+]. Product: [CH2:1]([O:8][C:9]([N:11]1[CH2:15][CH:14]([OH:16])[CH2:13][CH:12]1[CH2:17][C:18]1[C:26]2[C:21](=[N:22][CH:23]=[CH:24][CH:25]=2)[NH:20][CH:19]=1)=[O:10])[C:2]1[CH:3]=[CH:4][CH:5]=[CH:6][CH:7]=1. The catalyst class is: 5. (2) Product: [N:8]([CH2:7][C:6]1[CH:9]=[CH:10][C:3]([O:2][CH3:1])=[CH:4][CH:5]=1)=[C:11]=[S:12]. Reactant: [CH3:1][O:2][C:3]1[CH:10]=[CH:9][C:6]([CH2:7][NH2:8])=[CH:5][CH:4]=1.[C:11](C1NC=CN=1)(C1NC=CN=1)=[S:12]. The catalyst class is: 13. (3) Reactant: [CH2:1]([C@@:5]1([CH2:32][CH3:33])[NH:11][C@H:10]([C:12]2[CH:17]=[CH:16][CH:15]=[CH:14][CH:13]=2)[C:9]2[CH:18]=[C:19]([O:28][CH3:29])[C:20]([CH2:22][NH:23][C:24](=[O:27])[CH2:25]Cl)=[CH:21][C:8]=2[S:7](=[O:31])(=[O:30])[CH2:6]1)[CH2:2][CH2:3][CH3:4].C(=O)([O-])[O-].[K+].[K+].Cl.[CH3:41][O:42][C:43](=[O:46])[CH2:44][NH2:45].[I-].[K+]. Product: [CH2:1]([C@@:5]1([CH2:32][CH3:33])[NH:11][C@H:10]([C:12]2[CH:17]=[CH:16][CH:15]=[CH:14][CH:13]=2)[C:9]2[CH:18]=[C:19]([O:28][CH3:29])[C:20]([CH2:22][NH:23][C:24](=[O:27])[CH2:25][NH:45][CH2:44][C:43]([O:42][CH3:41])=[O:46])=[CH:21][C:8]=2[S:7](=[O:31])(=[O:30])[CH2:6]1)[CH2:2][CH2:3][CH3:4]. The catalyst class is: 3. (4) Reactant: CCCC[N+](CCCC)(CCCC)CCCC.[F-].[C:19]([C@H:22]1[O:30][C@H:29]2[C@H:25]([N:26]=[C:27]([N:31]([CH3:39])[C:32](=[O:38])[O:33][C:34]([CH3:37])([CH3:36])[CH3:35])[S:28]2)[C@@H:24]([O:40][CH2:41][CH:42]=[CH2:43])[C@@H:23]1[O:44][CH2:45][CH:46]=[CH2:47])(=[O:21])[CH3:20].[Si]([C:52]([F:55])([F:54])[F:53])(C)(C)C. Product: [CH2:45]([O:44][C@@H:23]1[C@@H:22]([C@@:19]([OH:21])([CH3:20])[C:52]([F:55])([F:54])[F:53])[O:30][C@H:29]2[C@H:25]([N:26]=[C:27]([N:31]([CH3:39])[C:32](=[O:38])[O:33][C:34]([CH3:35])([CH3:36])[CH3:37])[S:28]2)[C@H:24]1[O:40][CH2:41][CH:42]=[CH2:43])[CH:46]=[CH2:47]. The catalyst class is: 1.